This data is from Forward reaction prediction with 1.9M reactions from USPTO patents (1976-2016). The task is: Predict the product of the given reaction. (1) Given the reactants C(=O)([O-])[O-].[K+].[K+].[CH:7]([S:11]([NH:14][C:15](=[O:25])[C:16]1[CH:21]=[C:20]([F:22])[C:19](F)=[CH:18][C:17]=1[F:24])(=[O:13])=[O:12])([CH2:9][CH3:10])[CH3:8].[Cl:26][C:27]1[CH:28]=[C:29]([OH:35])[CH:30]=[N:31][C:32]=1[O:33][CH3:34], predict the reaction product. The product is: [CH:7]([S:11]([NH:14][C:15](=[O:25])[C:16]1[CH:21]=[C:20]([F:22])[C:19]([O:35][C:29]2[CH:30]=[N:31][C:32]([O:33][CH3:34])=[C:27]([Cl:26])[CH:28]=2)=[CH:18][C:17]=1[F:24])(=[O:13])=[O:12])([CH2:9][CH3:10])[CH3:8]. (2) Given the reactants [CH3:1][C:2]1([CH3:18])[C:6]([CH3:8])([CH3:7])[O:5][B:4]([C:9]2[CH:17]=[CH:16][C:12]([C:13]([OH:15])=[O:14])=[CH:11][CH:10]=2)[O:3]1.C(=O)([O-])[O-].[K+].[K+].[CH2:25]([O:27][CH2:28]Cl)[CH3:26], predict the reaction product. The product is: [CH3:8][C:6]1([CH3:7])[C:2]([CH3:18])([CH3:1])[O:3][B:4]([C:9]2[CH:17]=[CH:16][C:12]([C:13]([O:15][CH2:28][O:27][CH2:25][CH3:26])=[O:14])=[CH:11][CH:10]=2)[O:5]1. (3) Given the reactants [F:1][C:2]1[C:3]([NH:23][C:24]2[CH:36]=[CH:35][CH:34]=[CH:33][C:25]=2[C:26]([NH:28][CH2:29][CH2:30][S:31][CH3:32])=[O:27])=[N:4][C:5]([NH:8][C:9]2[CH:14]=[CH:13][CH:12]=[C:11]([CH2:15][CH2:16][N:17]3[CH2:22][CH2:21][O:20][CH2:19][CH2:18]3)[CH:10]=2)=[N:6][CH:7]=1.[OH:37][O:38][S:39]([O-:41])=O.[K+].[CH2:43]1COCC1, predict the reaction product. The product is: [F:1][C:2]1[C:3]([NH:23][C:24]2[CH:36]=[CH:35][CH:34]=[CH:33][C:25]=2[C:26]([NH:28][CH2:29][CH2:30][S:31]([CH3:32])=[O:37])=[O:27])=[N:4][C:5]([NH:8][C:9]2[CH:14]=[CH:13][CH:12]=[C:11]([CH2:15][CH2:16][N:17]3[CH2:18][CH2:19][O:20][CH2:21][CH2:22]3)[CH:10]=2)=[N:6][CH:7]=1.[F:1][C:2]1[C:3]([NH:23][C:24]2[CH:36]=[CH:35][CH:34]=[CH:33][C:25]=2[C:26]([NH:28][CH2:29][CH2:30][S:39]([CH3:43])(=[O:41])=[O:38])=[O:27])=[N:4][C:5]([NH:8][C:9]2[CH:14]=[CH:13][CH:12]=[C:11]([CH2:15][CH2:16][N:17]3[CH2:18][CH2:19][O:20][CH2:21][CH2:22]3)[CH:10]=2)=[N:6][CH:7]=1. (4) Given the reactants BrC1C=CC2OC3C(=O)NC(C4CCN(C(OC(C)(C)C)=O)CC4)=NC=3C=2C=1.[Br:29][C:30]1[CH:31]=[CH:32][C:33]2[O:37][C:36]([C:38](=[O:40])[NH2:39])=[C:35]([NH:41][C:42]([C@@H:44]3[CH2:48][C@H:47]([F:49])[CH2:46][N:45]3[C:50]([O:52][C:53]([CH3:56])([CH3:55])[CH3:54])=[O:51])=O)[C:34]=2[CH:57]=1.BrC1C=CC2OC(C(=O)N)=C(NC(C3CCN(C(OC(C)(C)C)=O)CC3)=O)C=2C=1, predict the reaction product. The product is: [Br:29][C:30]1[CH:31]=[CH:32][C:33]2[O:37][C:36]3[C:38](=[O:40])[NH:39][C:42]([C@@H:44]4[CH2:48][C@H:47]([F:49])[CH2:46][N:45]4[C:50]([O:52][C:53]([CH3:56])([CH3:55])[CH3:54])=[O:51])=[N:41][C:35]=3[C:34]=2[CH:57]=1.